Dataset: Catalyst prediction with 721,799 reactions and 888 catalyst types from USPTO. Task: Predict which catalyst facilitates the given reaction. (1) Reactant: [NH2:1][C:2]1[N:10]=[CH:9][CH:8]=[CH:7][C:3]=1[C:4]([OH:6])=O.ON1C2C=CC=CC=2N=N1.CCN=C=NCCCN(C)C.[CH3:32][O:33][C:34]1[CH:39]=[CH:38][C:37]([S:40][C:41]2[CH:48]=[CH:47][C:44]([CH2:45][NH2:46])=[CH:43][CH:42]=2)=[CH:36][CH:35]=1.C(=O)(O)[O-].[Na+]. Product: [CH3:32][O:33][C:34]1[CH:35]=[CH:36][C:37]([S:40][C:41]2[CH:48]=[CH:47][C:44]([CH2:45][NH:46][C:4](=[O:6])[C:3]3[CH:7]=[CH:8][CH:9]=[N:10][C:2]=3[NH2:1])=[CH:43][CH:42]=2)=[CH:38][CH:39]=1. The catalyst class is: 3. (2) Reactant: [CH3:1][C:2]([C:4]1[CH:9]=[CH:8][CH:7]=[C:6]([NH2:10])[CH:5]=1)=[O:3].C(N(C(C)C)C(C)C)C.[O:20]1[CH:24]=[CH:23][CH:22]=[C:21]1[C:25](Cl)=[O:26]. Product: [C:2]([C:4]1[CH:5]=[C:6]([NH:10][C:25]([C:21]2[O:20][CH:24]=[CH:23][CH:22]=2)=[O:26])[CH:7]=[CH:8][CH:9]=1)(=[O:3])[CH3:1]. The catalyst class is: 2. (3) The catalyst class is: 9. Product: [CH2:19]([O:18][CH2:17][CH2:16][N:7]1[CH:8]=[C:9]([C:10]([O:12][CH2:13][CH3:14])=[O:11])[C:5]([O:4][CH:1]([CH3:3])[CH3:2])=[N:6]1)[C:20]1[CH:25]=[CH:24][CH:23]=[CH:22][CH:21]=1. Reactant: [CH:1]([O:4][C:5]1[C:9]([C:10]([O:12][CH2:13][CH3:14])=[O:11])=[CH:8][NH:7][N:6]=1)([CH3:3])[CH3:2].I[CH2:16][CH2:17][O:18][CH2:19][C:20]1[CH:25]=[CH:24][CH:23]=[CH:22][CH:21]=1.C(=O)([O-])[O-].[K+].[K+].O.